This data is from Catalyst prediction with 721,799 reactions and 888 catalyst types from USPTO. The task is: Predict which catalyst facilitates the given reaction. (1) Reactant: [F:1][C:2]1[C:3]([NH2:17])=[N:4][C:5]([O:8][CH2:9][C:10]2[CH:15]=[CH:14][C:13]([F:16])=[CH:12][CH:11]=2)=[N:6][CH:7]=1. Product: [F:1][C:2]1[C:3]([NH:17][CH:5]=[N:4][C:3]#[N:17])=[N:4][C:5]([O:8][CH2:9][C:10]2[CH:11]=[CH:12][C:13]([F:16])=[CH:14][CH:15]=2)=[N:6][CH:7]=1. The catalyst class is: 22. (2) Reactant: [CH3:1][N:2]1[CH2:7][CH2:6][N:5]([CH2:8][CH2:9][O:10][C:11]2[CH:16]=[CH:15][N:14]3[C:17]([C:20]([O:22]CC)=[O:21])=[CH:18][N:19]=[C:13]3[CH:12]=2)[CH2:4][CH2:3]1.O.[OH-].[Li+:27].Cl. Product: [CH3:1][N:2]1[CH2:7][CH2:6][N:5]([CH2:8][CH2:9][O:10][C:11]2[CH:16]=[CH:15][N:14]3[C:17]([C:20]([O-:22])=[O:21])=[CH:18][N:19]=[C:13]3[CH:12]=2)[CH2:4][CH2:3]1.[Li+:27]. The catalyst class is: 6.